The task is: Predict the reaction yield, written as a fraction of the theoretical maximum amount of product (1.0 means a 100% yield; for example, 0.34 means a 34% yield).. This data is from Reaction yield outcomes from USPTO patents with 853,638 reactions. The reactants are [H-].[Na+].[CH2:3]([OH:10])[C:4]1[CH:9]=[CH:8][CH:7]=[CH:6][CH:5]=1.F[C:12]1[CH:19]=[CH:18][C:17]([F:20])=[CH:16][C:13]=1[C:14]#[N:15]. The catalyst is CN(C=O)C. The product is [CH2:3]([O:10][C:12]1[CH:19]=[CH:18][C:17]([F:20])=[CH:16][C:13]=1[C:14]#[N:15])[C:4]1[CH:9]=[CH:8][CH:7]=[CH:6][CH:5]=1. The yield is 0.993.